Dataset: Forward reaction prediction with 1.9M reactions from USPTO patents (1976-2016). Task: Predict the product of the given reaction. (1) Given the reactants [OH:1][N:2]1[C:6](=[O:7])[C:5]2=[CH:8][CH:9]=[CH:10][CH:11]=[C:4]2[C:3]1=[O:12].Cl[C:14]([O:16][CH2:17][CH2:18][CH2:19][CH2:20][CH2:21][CH2:22][CH2:23][CH2:24][CH2:25][CH2:26][CH2:27][CH2:28][CH2:29][CH2:30][CH2:31][CH2:32][CH2:33][CH3:34])=[O:15].C(N(CC)CC)C, predict the reaction product. The product is: [CH2:17]([O:16][C:14](=[O:15])[O:1][N:2]1[C:3](=[O:12])[C:4]2[C:5](=[CH:8][CH:9]=[CH:10][CH:11]=2)[C:6]1=[O:7])[CH2:18][CH2:19][CH2:20][CH2:21][CH2:22][CH2:23][CH2:24][CH2:25][CH2:26][CH2:27][CH2:28][CH2:29][CH2:30][CH2:31][CH2:32][CH2:33][CH3:34]. (2) Given the reactants [N+:1]([C:4]1[CH:9]=[CH:8][C:7]([C:10]2[C:14](Br)=[CH:13][N:12]([CH2:16][CH2:17][OH:18])[N:11]=2)=[CH:6][CH:5]=1)([O-:3])=[O:2].[B:19]1([B:19]2[O:23][C:22]([CH3:25])([CH3:24])[C:21]([CH3:27])([CH3:26])[O:20]2)[O:23][C:22]([CH3:25])([CH3:24])[C:21]([CH3:27])([CH3:26])[O:20]1.C([O-])(=O)C.[K+], predict the reaction product. The product is: [N+:1]([C:4]1[CH:9]=[CH:8][C:7]([C:10]2[C:14]([B:19]3[O:23][C:22]([CH3:25])([CH3:24])[C:21]([CH3:27])([CH3:26])[O:20]3)=[CH:13][N:12]([CH2:16][CH2:17][OH:18])[N:11]=2)=[CH:6][CH:5]=1)([O-:3])=[O:2]. (3) The product is: [Br:1][C:2]1[CH:3]=[C:4]([N+:9]([O-:11])=[O:10])[C:5]([CH:8]=[CH:12][N:13]([CH3:15])[CH3:14])=[N:6][CH:7]=1. Given the reactants [Br:1][C:2]1[CH:3]=[C:4]([N+:9]([O-:11])=[O:10])[C:5]([CH3:8])=[N:6][CH:7]=1.[CH3:12][N:13]([CH:15](OC)OC)[CH3:14].CCOC(C)=O, predict the reaction product. (4) Given the reactants [Cl:1][C:2]1[C:3]([F:31])=[C:4]([CH:8]2[C:12]([C:15]3[CH:20]=[CH:19][C:18]([Cl:21])=[CH:17][C:16]=3[F:22])([C:13]#[N:14])[CH:11]([CH2:23][C:24]([CH3:27])([CH3:26])[CH3:25])[NH:10][CH:9]2[C:28]([OH:30])=O)[CH:5]=[CH:6][CH:7]=1.CN(C(ON1N=NC2C=CC=NC1=2)=[N+](C)C)C.F[P-](F)(F)(F)(F)F.CCN(C(C)C)C(C)C.[Cl:65][C:66]1[CH:67]=[C:68]([CH:70]=[CH:71][C:72]=1[C:73]1[NH:77][N:76]=[N:75][N:74]=1)[NH2:69], predict the reaction product. The product is: [Cl:65][C:66]1[CH:67]=[C:68]([NH:69][C:28]([CH:9]2[CH:8]([C:4]3[CH:5]=[CH:6][CH:7]=[C:2]([Cl:1])[C:3]=3[F:31])[C:12]([C:15]3[CH:20]=[CH:19][C:18]([Cl:21])=[CH:17][C:16]=3[F:22])([C:13]#[N:14])[CH:11]([CH2:23][C:24]([CH3:27])([CH3:25])[CH3:26])[NH:10]2)=[O:30])[CH:70]=[CH:71][C:72]=1[C:73]1[NH:77][N:76]=[N:75][N:74]=1. (5) Given the reactants Cl.O.[OH:3][C:4]12[C:15]3[C:10](=[C:11]([N+:16]([O-])=O)[CH:12]=[CH:13][CH:14]=3)[C:9](=[O:19])[C:8]1([NH:20][C:21]([C:23]1[CH:24]=[C:25]3[C:30](=[CH:31][CH:32]=1)[N:29]=[CH:28][CH:27]=[CH:26]3)=[O:22])[C:7]1[CH:33]=[C:34]([CH3:38])[C:35]([CH3:37])=[CH:36][C:6]=1[O:5]2, predict the reaction product. The product is: [NH2:16][C:11]1[CH:12]=[CH:13][CH:14]=[C:15]2[C:10]=1[C:9](=[O:19])[C:8]1([NH:20][C:21]([C:23]3[CH:24]=[C:25]4[C:30](=[CH:31][CH:32]=3)[N:29]=[CH:28][CH:27]=[CH:26]4)=[O:22])[C:7]3[CH:33]=[C:34]([CH3:38])[C:35]([CH3:37])=[CH:36][C:6]=3[O:5][C:4]12[OH:3]. (6) Given the reactants [C:1]([C:3]1[CH:8]=[CH:7][CH:6]=[C:5]([CH2:9][O:10]COC)[CH:4]=1)#[CH:2].Cl, predict the reaction product. The product is: [C:1]([C:3]1[CH:4]=[C:5]([CH2:9][OH:10])[CH:6]=[CH:7][CH:8]=1)#[CH:2]. (7) The product is: [CH3:19][C:18](=[CH:17][CH2:16][CH2:5][C:6]1[NH:7][C:8]2[C:13]([CH:14]=1)=[CH:12][CH:11]=[CH:10][CH:9]=2)[CH3:20]. Given the reactants CC(C[CH2:5][C:6]1[NH:7][C:8]2[C:13]([CH:14]=1)=[CH:12][CH:11]=[CH:10][CH:9]=2)=C.Br[CH2:16][CH:17]=[C:18]([CH3:20])[CH3:19], predict the reaction product. (8) Given the reactants Cl[C:2]1[C:3]2[CH:20]=[CH:19][C:18](=[O:21])[N:17]([C:22]3[C:27]([F:28])=[CH:26][CH:25]=[CH:24][C:23]=3[F:29])[C:4]=2[N:5]=[C:6]([NH:8][CH2:9][CH2:10][CH2:11][N:12]([CH2:15][CH3:16])[CH2:13][CH3:14])[N:7]=1.[F:30][C:31]1[CH:32]=[C:33]([CH:41]=[C:42](B2OC(C)(C)C(C)(C)O2)[C:43]=1[CH3:44])[C:34]([O:36]C(C)(C)C)=O.C(=O)([O-])[O-].[K+].[K+], predict the reaction product. The product is: [CH2:13]([N:12]([CH2:15][CH3:16])[CH2:11][CH2:10][CH2:9][NH:8][C:6]1[N:7]=[C:2]([C:42]2[CH:41]=[C:33]([CH:32]=[C:31]([F:30])[C:43]=2[CH3:44])[C:34]([NH:17][CH:22]([CH3:27])[CH3:23])=[O:36])[C:3]2[CH:20]=[CH:19][C:18](=[O:21])[N:17]([C:22]3[C:27]([F:28])=[CH:26][CH:25]=[CH:24][C:23]=3[F:29])[C:4]=2[N:5]=1)[CH3:14]. (9) Given the reactants [F:1][C:2]([F:7])([F:6])[C:3]([OH:5])=[O:4].C(OC([N:15]1[CH2:20][CH2:19][CH:18]([N:21]2[CH2:25][CH2:24][NH:23][C:22]2=[O:26])[CH2:17][CH2:16]1)=O)(C)(C)C, predict the reaction product. The product is: [NH:15]1[CH2:16][CH2:17][CH:18]([N:21]2[CH2:25][CH2:24][NH:23][C:22]2=[O:26])[CH2:19][CH2:20]1.[F:1][C:2]([F:7])([F:6])[C:3]([OH:5])=[O:4].